From a dataset of hERG potassium channel inhibition data for cardiac toxicity prediction from Karim et al.. Regression/Classification. Given a drug SMILES string, predict its toxicity properties. Task type varies by dataset: regression for continuous values (e.g., LD50, hERG inhibition percentage) or binary classification for toxic/non-toxic outcomes (e.g., AMES mutagenicity, cardiotoxicity, hepatotoxicity). Dataset: herg_karim. (1) The drug is Cc1nc2ccccc2n1C1CC2CCC(C1)N2CCC1(c2cccc(F)c2)CCN(C(=O)c2cc(NS(C)(=O)=O)c(F)cc2Cl)CC1. The result is 0 (non-blocker). (2) The drug is O=C(CC(c1ccccc1)c1ccccc1)N1CCN(C(c2ccccc2)c2ccccc2)CC1. The result is 1 (blocker). (3) The drug is COc1ccc(-c2nc(N3CCOCC3)c3sc(CN(C)c4ncc(C(=O)NO)cn4)cc3n2)cn1. The result is 0 (non-blocker). (4) The molecule is O=S1(=O)c2cccc3cccc(c23)N1CCCN1CCN(c2ccc(F)cc2)CC1. The result is 1 (blocker).